The task is: Regression. Given a peptide amino acid sequence and an MHC pseudo amino acid sequence, predict their binding affinity value. This is MHC class I binding data.. This data is from Peptide-MHC class I binding affinity with 185,985 pairs from IEDB/IMGT. (1) The peptide sequence is GRRGWEALKY. The MHC is HLA-B54:01 with pseudo-sequence HLA-B54:01. The binding affinity (normalized) is 0. (2) The peptide sequence is ASAAHLAAY. The MHC is HLA-B15:01 with pseudo-sequence HLA-B15:01. The binding affinity (normalized) is 0.533. (3) The MHC is HLA-A03:01 with pseudo-sequence HLA-A03:01. The peptide sequence is VSLLGSALLK. The binding affinity (normalized) is 0.703. (4) The peptide sequence is CIFYDRDDVL. The MHC is HLA-A02:03 with pseudo-sequence HLA-A02:03. The binding affinity (normalized) is 0.217. (5) The peptide sequence is LANERYRSA. The MHC is HLA-A02:03 with pseudo-sequence HLA-A02:03. The binding affinity (normalized) is 0.416. (6) The peptide sequence is ILSVLAPLV. The MHC is Mamu-A2601 with pseudo-sequence Mamu-A2601. The binding affinity (normalized) is 0.331.